Dataset: Forward reaction prediction with 1.9M reactions from USPTO patents (1976-2016). Task: Predict the product of the given reaction. Given the reactants CCN(CC)CC.[Cl:8][C:9]1[CH:14]=[CH:13][C:12]([C@@H:15]([NH2:17])[CH3:16])=[CH:11][CH:10]=1.Cl[CH2:19][CH2:20][C:21]([C:23]1[CH:28]=[CH:27][CH:26]=[CH:25][CH:24]=1)=[O:22], predict the reaction product. The product is: [Cl:8][C:9]1[CH:14]=[CH:13][C:12]([C@@H:15]([NH:17][CH2:19][CH2:20][C:21]([C:23]2[CH:28]=[CH:27][CH:26]=[CH:25][CH:24]=2)=[O:22])[CH3:16])=[CH:11][CH:10]=1.